From a dataset of Reaction yield outcomes from USPTO patents with 853,638 reactions. Predict the reaction yield, written as a fraction of the theoretical maximum amount of product (1.0 means a 100% yield; for example, 0.34 means a 34% yield). (1) The reactants are [C:1](=[NH:20])([O:3][CH2:4][CH2:5][C:6]1[CH:11]=[CH:10][C:9]([O:12][C:13]2[CH:18]=[CH:17][CH:16]=[C:15]([CH3:19])[N:14]=2)=[CH:8][CH:7]=1)[NH2:2].[CH:21]([CH:23]([CH2:28][C:29]1[CH:30]=[N:31][N:32]([CH3:34])[CH:33]=1)[C:24](OC)=O)=[O:22].C([O-])([O-])=O.[K+].[K+]. The catalyst is CN1C(=O)CCC1. The product is [CH3:34][N:32]1[CH:33]=[C:29]([CH2:28][C:23]2[C:21](=[O:22])[N:20]=[C:1]([O:3][CH2:4][CH2:5][C:6]3[CH:7]=[CH:8][C:9]([O:12][C:13]4[CH:18]=[CH:17][CH:16]=[C:15]([CH3:19])[N:14]=4)=[CH:10][CH:11]=3)[NH:2][CH:24]=2)[CH:30]=[N:31]1. The yield is 0.0715. (2) The reactants are [NH2:1][C:2]1[CH:18]=[CH:17][CH:16]=[CH:15][C:3]=1[C:4]([NH:6][CH2:7][CH2:8][C:9]1[CH:14]=[CH:13][CH:12]=[CH:11][CH:10]=1)=[O:5].[CH:19](=O)[C:20]1[CH:25]=[CH:24][CH:23]=[CH:22][CH:21]=1. The catalyst is C(O)C. The product is [CH2:7]([N:6]1[C:4](=[O:5])[C:3]2[C:2](=[CH:18][CH:17]=[CH:16][CH:15]=2)[NH:1][CH:19]1[C:20]1[CH:25]=[CH:24][CH:23]=[CH:22][CH:21]=1)[CH2:8][C:9]1[CH:10]=[CH:11][CH:12]=[CH:13][CH:14]=1. The yield is 0.740. (3) The reactants are [C:1]([O:5][C:6]([N:8]1[CH2:13][CH2:12][CH:11]([OH:14])[CH2:10][CH2:9]1)=[O:7])([CH3:4])([CH3:3])[CH3:2].C[N+]1([O-])CCOCC1. The catalyst is C(Cl)Cl.CCC[N+](CCC)(CCC)CCC.[O-][Ru](=O)(=O)=O. The product is [C:1]([O:5][C:6]([N:8]1[CH2:9][CH2:10][C:11](=[O:14])[CH2:12][CH2:13]1)=[O:7])([CH3:4])([CH3:2])[CH3:3]. The yield is 0.890. (4) The reactants are [CH3:1][C:2](=[CH:8][C:9]1[CH:14]=[CH:13][CH:12]=[CH:11][N:10]=1)[C:3]([O:5][CH2:6][CH3:7])=[O:4].C([O-])=O.[NH4+]. The catalyst is C(O)C.O.[C].[Pd]. The product is [CH3:1][CH:2]([CH2:8][C:9]1[CH:14]=[CH:13][CH:12]=[CH:11][N:10]=1)[C:3]([O:5][CH2:6][CH3:7])=[O:4]. The yield is 0.910. (5) The reactants are [Cl:1][C:2]1[CH:3]=[C:4]([C:12]2[N:16]=[C:15]([C:17]3[CH:22]=[CH:21][C:20]([CH2:23][NH2:24])=[CH:19][CH:18]=3)[O:14][N:13]=2)[CH:5]=[CH:6][C:7]=1[O:8][CH:9]([CH3:11])[CH3:10].[CH2:25]=[C:26]([CH2:31][C:32](OC)=[O:33])[C:27]([O:29]C)=[O:28].O.[OH-].[Li+].Cl. The catalyst is CO.C(Cl)Cl. The product is [Cl:1][C:2]1[CH:3]=[C:4]([C:12]2[N:16]=[C:15]([C:17]3[CH:22]=[CH:21][C:20]([CH2:23][N:24]4[C:32](=[O:33])[CH2:31][CH:26]([C:27]([OH:29])=[O:28])[CH2:25]4)=[CH:19][CH:18]=3)[O:14][N:13]=2)[CH:5]=[CH:6][C:7]=1[O:8][CH:9]([CH3:11])[CH3:10]. The yield is 0.840. (6) The reactants are [Si]([O:8][C@H:9]([CH3:37])[C@H:10]([C:22]1[O:26][C:25]([C:27]2[CH:32]=[CH:31][C:30]([NH:33][C:34](=[O:36])[CH3:35])=[CH:29][CH:28]=2)=[N:24][N:23]=1)[NH:11][C:12]1[CH:17]=[CH:16][C:15]([C:18]#[N:19])=[C:14]([Cl:20])[C:13]=1[CH3:21])(C(C)(C)C)(C)C.CCCC[N+](CCCC)(CCCC)CCCC.[F-]. The catalyst is C1COCC1. The product is [Cl:20][C:14]1[C:13]([CH3:21])=[C:12]([NH:11][C@@H:10]([C:22]2[O:26][C:25]([C:27]3[CH:28]=[CH:29][C:30]([NH:33][C:34](=[O:36])[CH3:35])=[CH:31][CH:32]=3)=[N:24][N:23]=2)[C@H:9]([OH:8])[CH3:37])[CH:17]=[CH:16][C:15]=1[C:18]#[N:19]. The yield is 0.780.